This data is from Peptide-MHC class I binding affinity with 185,985 pairs from IEDB/IMGT. The task is: Regression. Given a peptide amino acid sequence and an MHC pseudo amino acid sequence, predict their binding affinity value. This is MHC class I binding data. (1) The peptide sequence is PGYRWMCLRR. The MHC is HLA-A02:02 with pseudo-sequence HLA-A02:02. The binding affinity (normalized) is 0.0783. (2) The peptide sequence is LARNEEGRGI. The MHC is HLA-A68:02 with pseudo-sequence HLA-A68:02. The binding affinity (normalized) is 0.384. (3) The peptide sequence is LSSKNNEHY. The MHC is HLA-A03:01 with pseudo-sequence HLA-A03:01. The binding affinity (normalized) is 0.0847.